This data is from Full USPTO retrosynthesis dataset with 1.9M reactions from patents (1976-2016). The task is: Predict the reactants needed to synthesize the given product. (1) Given the product [CH2:1]([O:3][C:4](=[O:15])[C:5]1[CH:10]=[C:9]([F:11])[C:8]([S:12][CH3:13])=[N:7][C:6]=1[NH:19][CH:16]1[CH2:18][CH2:17]1)[CH3:2], predict the reactants needed to synthesize it. The reactants are: [CH2:1]([O:3][C:4](=[O:15])[C:5]1[CH:10]=[C:9]([F:11])[C:8]([S:12][CH3:13])=[N:7][C:6]=1Cl)[CH3:2].[CH:16]1([NH2:19])[CH2:18][CH2:17]1. (2) Given the product [OH:1][C:2]1[CH:3]=[CH:4][C:5]([C:8]([CH3:13])([CH3:12])[C:9]([O:11][CH3:19])=[O:10])=[CH:6][CH:7]=1, predict the reactants needed to synthesize it. The reactants are: [OH:1][C:2]1[CH:7]=[CH:6][C:5]([C:8]([CH3:13])([CH3:12])[C:9]([OH:11])=[O:10])=[CH:4][CH:3]=1.OS(O)(=O)=O.[CH3:19]O. (3) Given the product [Br:1][C:2]1[N:3]=[C:4]([CH3:10])[C:5]([CH:18]=[O:19])=[CH:6][C:7]=1[CH3:8], predict the reactants needed to synthesize it. The reactants are: [Br:1][C:2]1[C:7]([CH3:8])=[CH:6][C:5](Br)=[C:4]([CH3:10])[N:3]=1.C([Mg]Cl)(C)C.CN(C)[CH:18]=[O:19].O. (4) Given the product [CH3:1][C:2]1[CH:7]=[CH:6][C:5]([S:8][C:9]2[CH:10]=[CH:11][C:12]([O:15][S:31]([CH3:30])(=[O:33])=[O:32])=[CH:13][CH:14]=2)=[C:4]([NH:16][C:17]2[C:26]3[C:21](=[N:22][C:23]([CH2:27][CH2:28][CH3:29])=[CH:24][CH:25]=3)[N:20]=[CH:19][CH:18]=2)[CH:3]=1, predict the reactants needed to synthesize it. The reactants are: [CH3:1][C:2]1[CH:7]=[CH:6][C:5]([S:8][C:9]2[CH:14]=[CH:13][C:12]([OH:15])=[CH:11][CH:10]=2)=[C:4]([NH:16][C:17]2[C:26]3[C:21](=[N:22][C:23]([CH2:27][CH2:28][CH3:29])=[CH:24][CH:25]=3)[N:20]=[CH:19][CH:18]=2)[CH:3]=1.[CH3:30][S:31](Cl)(=[O:33])=[O:32].C(N(CC)C(C)C)(C)C. (5) Given the product [CH3:7][C:6]1[N:5]([CH:8]2[CH2:13][CH2:12][CH2:11][CH2:10][O:9]2)[N:4]=[CH:3][C:2]=1[B:19]1[O:37][C:34]([CH3:36])([CH3:35])[C:31]([CH3:33])([CH3:32])[O:30]1, predict the reactants needed to synthesize it. The reactants are: I[C:2]1[CH:3]=[N:4][N:5]([CH:8]2[CH2:13][CH2:12][CH2:11][CH2:10][O:9]2)[C:6]=1[CH3:7].C([Mg]Cl)(C)C.[B:19](OC)(OC)OC.C(O)(=O)C.[OH:30][C:31]([C:34]([OH:37])([CH3:36])[CH3:35])([CH3:33])[CH3:32].